Dataset: Forward reaction prediction with 1.9M reactions from USPTO patents (1976-2016). Task: Predict the product of the given reaction. (1) Given the reactants Cl.Cl.CCOCC.Cl.Cl.[F:10][C:11]1[CH:12]=[C:13]2[C:17](=[CH:18][CH:19]=1)[NH:16][CH:15]=[C:14]2[CH2:20][CH2:21][CH2:22][CH2:23][NH:24][CH:25]1[CH2:38][O:37][C:28]2=[C:29]3[C:34](=[CH:35][CH:36]=[C:27]2[CH2:26]1)[N:33]=[CH:32][CH:31]=[CH:30]3, predict the reaction product. The product is: [F:10][C:11]1[CH:12]=[C:13]2[C:17](=[CH:18][CH:19]=1)[NH:16][CH:15]=[C:14]2[CH2:20][CH2:21][CH2:22][CH2:23][NH:24][CH:25]1[CH2:38][O:37][C:28]2=[C:29]3[C:34](=[CH:35][CH:36]=[C:27]2[CH2:26]1)[N:33]=[CH:32][CH:31]=[CH:30]3. (2) Given the reactants [N+:1]([C:4]1[CH:5]=[N:6][CH:7]=[CH:8][C:9]=1[CH:10]1[CH2:15][C:14](=[O:16])[CH:13]=[CH:12][O:11]1)([O-:3])=[O:2].[BH4-].[Na+].N1C=CN=C1.[CH3:24][C:25]([Si:28](Cl)([CH3:30])[CH3:29])([CH3:27])[CH3:26], predict the reaction product. The product is: [Si:28]([O:16][C@H:14]1[CH:13]=[CH:12][O:11][C@@H:10]([C:9]2[CH:8]=[CH:7][N:6]=[CH:5][C:4]=2[N+:1]([O-:3])=[O:2])[CH2:15]1)([C:25]([CH3:27])([CH3:26])[CH3:24])([CH3:30])[CH3:29]. (3) Given the reactants [C:1]([O:5][C:6](=[O:15])[CH2:7]/[N:8]=[CH:9]/[CH2:10][C:11]([CH3:14])([CH3:13])[CH3:12])([CH3:4])([CH3:3])[CH3:2].[Cl:16][C:17]1[CH:18]=[C:19](/[CH:23]=[C:24](/[C:27]2[CH:28]=[N:29][CH:30]=[CH:31][CH:32]=2)\[C:25]#[N:26])[CH:20]=[CH:21][CH:22]=1.C(N(CC)CC)C, predict the reaction product. The product is: [C:1]([O:5][C:6]([CH:7]1[CH:23]([C:19]2[CH:20]=[CH:21][CH:22]=[C:17]([Cl:16])[CH:18]=2)[C:24]([C:25]#[N:26])([C:27]2[CH:28]=[N:29][CH:30]=[CH:31][CH:32]=2)[CH:9]([CH2:10][C:11]([CH3:14])([CH3:13])[CH3:12])[NH:8]1)=[O:15])([CH3:4])([CH3:3])[CH3:2]. (4) Given the reactants [CH3:1][C:2]1[CH:3]=[C:4]([C:8]2[CH:13]=[C:12]([C:14]([O-:16])=O)[C:11]([C:17]3[S:18][CH:19]=[CH:20][N:21]=3)=[CH:10][N:9]=2)[CH:5]=[N:6][CH:7]=1.[K+].[CH3:23][O:24][C:25]1[C:30]([O:31][CH3:32])=[CH:29][CH:28]=[C:27]([CH2:33][NH2:34])[N:26]=1.C(Cl)CCl.ON1C2N=CC=CC=2N=N1.C(N(C(C)C)CC)(C)C, predict the reaction product. The product is: [CH3:32][O:31][C:30]1[CH:29]=[CH:28][C:27]([CH2:33][NH:34][C:14]([C:12]2[C:11]([C:17]3[S:18][CH:19]=[CH:20][N:21]=3)=[CH:10][N:9]=[C:8]([C:4]3[CH:5]=[N:6][CH:7]=[C:2]([CH3:1])[CH:3]=3)[CH:13]=2)=[O:16])=[N:26][C:25]=1[O:24][CH3:23]. (5) Given the reactants [Cl:1][C:2]1[CH:3]=[CH:4][C:5]2[CH:9]=[C:8]([S:10]([N:13]3[CH2:18][CH2:17][N:16]([CH2:19][C:20]4[S:21][CH:22]=[C:23]([C:25](O)=[O:26])[N:24]=4)[C:15](=[O:28])[CH2:14]3)(=[O:12])=[O:11])[S:7][C:6]=2[CH:29]=1.[CH3:30][N:31](C(ON1N=NC2C=CC=CC1=2)=[N+](C)C)[CH3:32].[B-](F)(F)(F)F.C(N(C(C)C)CC)(C)C.Cl.CNC, predict the reaction product. The product is: [CH3:30][N:31]([CH3:32])[C:25]([C:23]1[N:24]=[C:20]([CH2:19][N:16]2[CH2:17][CH2:18][N:13]([S:10]([C:8]3[S:7][C:6]4[CH:29]=[C:2]([Cl:1])[CH:3]=[CH:4][C:5]=4[CH:9]=3)(=[O:12])=[O:11])[CH2:14][C:15]2=[O:28])[S:21][CH:22]=1)=[O:26]. (6) The product is: [OH:46][C@H:45]([CH2:44][OH:43])[CH2:47][CH2:48][NH:49][C:37]([CH:16]1[CH:15]([C:11]2[CH:12]=[CH:13][CH:14]=[C:9]([Cl:8])[C:10]=2[F:40])[C:19]([C:22]2[CH:27]=[CH:26][C:25]([Cl:28])=[CH:24][C:23]=2[F:29])([C:20]#[N:21])[CH:18]([CH2:30][C:31]([CH3:36])([CH3:35])[CH2:32][O:33][CH3:34])[NH:17]1)=[O:38]. Given the reactants FC(F)(F)C(O)=O.[Cl:8][C:9]1[C:10]([F:40])=[C:11]([CH:15]2[C:19]([C:22]3[CH:27]=[CH:26][C:25]([Cl:28])=[CH:24][C:23]=3[F:29])([C:20]#[N:21])[CH:18]([CH2:30][C:31]([CH3:36])([CH3:35])[CH2:32][O:33][CH3:34])[NH:17][CH:16]2[C:37](O)=[O:38])[CH:12]=[CH:13][CH:14]=1.CC1(C)[O:46][C@@H:45]([CH2:47][CH2:48][NH2:49])[CH2:44][O:43]1.CN(C(ON1N=NC2C=CC=NC1=2)=[N+](C)C)C.F[P-](F)(F)(F)(F)F.CCN(C(C)C)C(C)C.Cl, predict the reaction product. (7) The product is: [CH3:28][CH:27]1[CH2:26][N:25]=[C:9]([C:6]2[CH:7]=[CH:8][C:3]([C:2]([F:24])([F:23])[F:1])=[CH:4][CH:5]=2)[C:11]([C:13]2[CH:18]=[CH:17][C:16]([C:19]([F:22])([F:21])[F:20])=[CH:15][CH:14]=2)=[N:29]1. Given the reactants [F:1][C:2]([F:24])([F:23])[C:3]1[CH:8]=[CH:7][C:6]([C:9]([C:11]([C:13]2[CH:18]=[CH:17][C:16]([C:19]([F:22])([F:21])[F:20])=[CH:15][CH:14]=2)=O)=O)=[CH:5][CH:4]=1.[NH2:25][CH2:26][CH:27]([NH2:29])[CH3:28], predict the reaction product. (8) Given the reactants C(OC(=O)[NH:7][C@@H:8]([C:13]([N:15]1[CH2:20][CH2:19][CH:18]([C:21]#[N:22])[CH2:17][CH2:16]1)=[O:14])[C:9]([CH3:12])([CH3:11])[CH3:10])(C)(C)C.[F:24][C:25]([F:30])([F:29])[C:26]([OH:28])=[O:27], predict the reaction product. The product is: [F:24][C:25]([F:30])([F:29])[C:26]([OH:28])=[O:27].[NH2:7][C@H:8]([C:9]([CH3:12])([CH3:11])[CH3:10])[C:13]([N:15]1[CH2:16][CH2:17][CH:18]([C:21]#[N:22])[CH2:19][CH2:20]1)=[O:14]. (9) Given the reactants [CH3:1][O:2][C:3]1[CH:4]=[C:5]([C:11]2[C:16]([NH:17][C:18](=[O:32])[CH:19]([O:27]S(C)(=O)=O)[C:20]3[CH:25]=[CH:24][C:23]([Cl:26])=[CH:22][CH:21]=3)=[CH:15][CH:14]=[CH:13][N:12]=2)[CH:6]=[CH:7][C:8]=1[O:9][CH3:10].[CH2:33](O)[C:34]#[CH:35], predict the reaction product. The product is: [CH3:1][O:2][C:3]1[CH:4]=[C:5]([C:11]2[C:16]([NH:17][C:18](=[O:32])[CH:19]([O:27][CH2:35][C:34]#[CH:33])[C:20]3[CH:25]=[CH:24][C:23]([Cl:26])=[CH:22][CH:21]=3)=[CH:15][CH:14]=[CH:13][N:12]=2)[CH:6]=[CH:7][C:8]=1[O:9][CH3:10]. (10) Given the reactants [C:1]([C:5]1[CH:10]=[CH:9][C:8]([NH:11][C:12]([C:14]2[CH:19]=[C:18](Cl)[N:17]=[N:16][C:15]=2[NH:21][CH2:22][C:23]2[CH:28]=[CH:27][N:26]=[C:25]([O:29][CH3:30])[CH:24]=2)=[O:13])=[CH:7][CH:6]=1)([CH3:4])([CH3:3])[CH3:2].N#N, predict the reaction product. The product is: [C:1]([C:5]1[CH:6]=[CH:7][C:8]([NH:11][C:12]([C:14]2[CH:19]=[CH:18][N:17]=[N:16][C:15]=2[NH:21][CH2:22][C:23]2[CH:28]=[CH:27][N:26]=[C:25]([O:29][CH3:30])[CH:24]=2)=[O:13])=[CH:9][CH:10]=1)([CH3:4])([CH3:2])[CH3:3].